Dataset: Catalyst prediction with 721,799 reactions and 888 catalyst types from USPTO. Task: Predict which catalyst facilitates the given reaction. (1) Reactant: [C:1](Cl)(=O)[C:2]([Cl:4])=[O:3].[F:7][C:8]([F:25])([F:24])[C:9]1[CH:14]=[CH:13][C:12]([C:15]2C(C(O)=O)=[CH:17][CH:18]=[CH:19][CH:20]=2)=[CH:11][CH:10]=1.CN(C)C=O. Product: [F:7][C:8]([F:24])([F:25])[C:9]1[CH:10]=[CH:11][C:12]([C:15]2[C:1]([C:2]([Cl:4])=[O:3])=[CH:17][CH:18]=[CH:19][CH:20]=2)=[CH:13][CH:14]=1. The catalyst class is: 2. (2) Reactant: [Cl:1][C:2]1[CH:3]=[C:4]([CH:6]=[CH:7][C:8]=1[N+:9]([O-:11])=[O:10])[NH2:5].[CH3:12][S:13](Cl)(=[O:15])=[O:14].N1C=CC=CC=1. Product: [Cl:1][C:2]1[CH:3]=[C:4]([NH:5][S:13]([CH3:12])(=[O:15])=[O:14])[CH:6]=[CH:7][C:8]=1[N+:9]([O-:11])=[O:10]. The catalyst class is: 295. (3) Reactant: [CH3:1][N:2]1[C:10]2[CH:9]=[C:8]([C:11]([O:13]C)=[O:12])[N:7]=[CH:6][C:5]=2[CH:4]=[CH:3]1.[OH-].[Na+]. Product: [CH3:1][N:2]1[C:10]2[CH:9]=[C:8]([C:11]([OH:13])=[O:12])[N:7]=[CH:6][C:5]=2[CH:4]=[CH:3]1. The catalyst class is: 430. (4) Reactant: [CH3:1][S:2]([C:5]1[CH:10]=[CH:9][C:8]([NH:11][C:12]2[C:16]([C:17]#[N:18])=[CH:15][NH:14][N:13]=2)=[CH:7][CH:6]=1)(=[O:4])=[O:3].[Cl:19][C:20]1[CH:25]=[CH:24][C:23](B(O)O)=[CH:22][CH:21]=1.N1C=CC=CC=1.Cl. Product: [Cl:19][C:20]1[CH:25]=[CH:24][C:23]([N:14]2[CH:15]=[C:16]([C:17]#[N:18])[C:12]([NH:11][C:8]3[CH:7]=[CH:6][C:5]([S:2]([CH3:1])(=[O:3])=[O:4])=[CH:10][CH:9]=3)=[N:13]2)=[CH:22][CH:21]=1. The catalyst class is: 302. (5) Reactant: S([Cl:5])(C)(=O)=O.O[CH2:7][C:8]1[N:13]=[C:12]([C:14]([N:16]([CH3:18])[CH3:17])=[O:15])[CH:11]=[CH:10][CH:9]=1.CCN(C(C)C)C(C)C.CO. Product: [Cl:5][CH2:7][C:8]1[N:13]=[C:12]([C:14]([N:16]([CH3:18])[CH3:17])=[O:15])[CH:11]=[CH:10][CH:9]=1. The catalyst class is: 91. (6) Reactant: [O:1]=[C:2]1[CH2:6][CH2:5][CH:4]([C:7]([O:9][CH3:10])=[O:8])[CH2:3]1.CCN(C(C)C)C(C)C.[F:20][C:21]([F:34])([F:33])[S:22](O[S:22]([C:21]([F:34])([F:33])[F:20])(=[O:24])=[O:23])(=[O:24])=[O:23]. Product: [F:20][C:21]([F:34])([F:33])[S:22]([O:1][CH:2]1[CH2:6][CH2:5][C:4]([C:7]([O:9][CH3:10])=[O:8])=[CH:3]1)(=[O:24])=[O:23]. The catalyst class is: 133. (7) Reactant: [CH3:1][CH:2]1[CH2:11][CH2:10][C:9]2[C:4](=[CH:5][C:6]([O:12][CH3:13])=[CH:7][CH:8]=2)[C:3]1=O.[CH2:15]([SiH](CC)CC)C.FC(F)(F)C(O)=O. Product: [CH2:1]([CH:2]1[CH2:11][CH2:10][C:9]2[C:4](=[CH:5][C:6]([O:12][CH3:13])=[CH:7][CH:8]=2)[CH2:3]1)[CH3:15]. The catalyst class is: 2.